The task is: Predict the reaction yield, written as a fraction of the theoretical maximum amount of product (1.0 means a 100% yield; for example, 0.34 means a 34% yield).. This data is from Reaction yield outcomes from USPTO patents with 853,638 reactions. (1) The reactants are [CH2:1]([CH:3]([CH2:17][CH3:18])[CH2:4][NH:5][C:6]1[N:16]=[CH:15][CH:14]=[CH:13][C:7]=1[C:8]([O:10][CH2:11]C)=[O:9])[CH3:2].[O:19]=C(Cl)OC(Cl)(Cl)Cl. The catalyst is ClCCCl.O1CCOCC1. The product is [CH2:1]([CH:3]([CH2:17][CH3:18])[CH2:4][N:5]1[C:6]2[N:16]=[CH:15][CH:14]=[CH:13][C:7]=2[C:8](=[O:9])[O:10][C:11]1=[O:19])[CH3:2]. The yield is 0.360. (2) The reactants are CCN(C(C)C)C(C)C.[NH2:10][C@H:11]([C:13]1[C:14](=[O:24])[NH:15][C:16]2[C:21]([CH:22]=1)=[CH:20][C:19]([Cl:23])=[CH:18][CH:17]=2)[CH3:12].Cl[C:26]1[N:31]=[C:30]([CH2:32][C:33]([O:35][CH2:36]C)=[O:34])[CH:29]=[CH:28][N:27]=1.CCOC(C)=O. The catalyst is CS(C)=O. The product is [Cl:23][C:19]1[CH:20]=[C:21]2[C:16](=[CH:17][CH:18]=1)[NH:15][C:14](=[O:24])[C:13]([C@@H:11]([NH:10][C:26]1[N:31]=[C:30]([CH2:32][C:33]([O:35][CH3:36])=[O:34])[CH:29]=[CH:28][N:27]=1)[CH3:12])=[CH:22]2. The yield is 0.230. (3) The reactants are [CH3:1][O:2][C:3]1[CH:26]=[CH:25][C:6]([C:7](Cl)([C:16]2[CH:21]=[CH:20][C:19]([O:22][CH3:23])=[CH:18][CH:17]=2)[C:8]2[CH:13]=[CH:12][C:11]([O:14][CH3:15])=[CH:10][CH:9]=2)=[CH:5][CH:4]=1.[NH:27]1[CH2:32][CH2:31][CH2:30][CH2:29][CH2:28]1. The catalyst is C(#N)C.CCCCCC. The product is [CH3:1][O:2][C:3]1[CH:26]=[CH:25][C:6]([C:7]([C:16]2[CH:21]=[CH:20][C:19]([O:22][CH3:23])=[CH:18][CH:17]=2)([C:8]2[CH:13]=[CH:12][C:11]([O:14][CH3:15])=[CH:10][CH:9]=2)[N:27]2[CH2:32][CH2:31][CH2:30][CH2:29][CH2:28]2)=[CH:5][CH:4]=1. The yield is 0.490.